This data is from Reaction yield outcomes from USPTO patents with 853,638 reactions. The task is: Predict the reaction yield, written as a fraction of the theoretical maximum amount of product (1.0 means a 100% yield; for example, 0.34 means a 34% yield). (1) The reactants are Br[CH2:2][CH2:3][O:4][CH2:5][CH2:6][O:7][CH3:8].[OH:9][C:10]1[CH:18]=[CH:17][CH:16]=[C:15]2[C:11]=1[C:12](=[O:29])[N:13]([CH2:20][C:21]1[CH:26]=[CH:25][C:24]([O:27][CH3:28])=[CH:23][CH:22]=1)[C:14]2=[O:19].C(=O)([O-])[O-].[K+].[K+].[I-].[K+]. The product is [CH3:28][O:27][C:24]1[CH:25]=[CH:26][C:21]([CH2:20][N:13]2[C:12](=[O:29])[C:11]3[C:15](=[CH:16][CH:17]=[CH:18][C:10]=3[O:9][CH2:2][CH2:3][O:4][CH2:5][CH2:6][O:7][CH3:8])[C:14]2=[O:19])=[CH:22][CH:23]=1. The catalyst is CN(C=O)C. The yield is 0.730. (2) The reactants are F[C:2]1[CH:9]=[CH:8][C:5]([C:6]#[N:7])=[CH:4][C:3]=1[O:10][CH2:11][O:12][CH3:13].[Br:14][C:15]1[CH:20]=[CH:19][C:18]([OH:21])=[CH:17][C:16]=1[CH:22]1[O:26][CH2:25][CH2:24][O:23]1.C(=O)([O-])[O-].[K+].[K+].C(OCC)(=O)C.O. The catalyst is CN(C)C=O. The product is [Br:14][C:15]1[CH:20]=[CH:19][C:18]([O:21][C:2]2[CH:9]=[CH:8][C:5]([C:6]#[N:7])=[CH:4][C:3]=2[O:10][CH2:11][O:12][CH3:13])=[CH:17][C:16]=1[CH:22]1[O:23][CH2:24][CH2:25][O:26]1. The yield is 0.440. (3) The reactants are FC(F)(F)S(O[C:7]1[CH2:12][CH2:11][CH:10]([N:13]2[C@@H:17]([C:18]3[CH:23]=[CH:22][CH:21]=[CH:20][CH:19]=3)[C:16]([CH3:25])([CH3:24])[O:15][C:14]2=[O:26])[CH2:9][CH:8]=1)(=O)=O.[B:29]1([B:29]2[O:33][C:32]([CH3:35])([CH3:34])[C:31]([CH3:37])([CH3:36])[O:30]2)[O:33][C:32]([CH3:35])([CH3:34])[C:31]([CH3:37])([CH3:36])[O:30]1.C([O-])(=O)C.[K+]. The catalyst is O1CCOCC1. The product is [CH3:25][C:16]1([CH3:24])[O:15][C:14](=[O:26])[N:13]([CH:10]2[CH2:11][CH2:12][C:7]([B:29]3[O:33][C:32]([CH3:35])([CH3:34])[C:31]([CH3:37])([CH3:36])[O:30]3)=[CH:8][CH2:9]2)[C@H:17]1[C:18]1[CH:19]=[CH:20][CH:21]=[CH:22][CH:23]=1. The yield is 0.338. (4) The reactants are CC([CH:5]1[CH2:11][N:10](C([O-])=O)[CH2:9][C:8]2[CH:15]=[C:16]([C:19]3[CH:20]=[N:21][C:22]([NH2:28])=[C:23]([N+:25]([O-:27])=[O:26])[CH:24]=3)[CH:17]=[CH:18][C:7]=2[O:6]1)(C)C.[ClH:29]. The catalyst is CO.O1CCOCC1. The product is [ClH:29].[ClH:29].[N+:25]([C:23]1[C:22]([NH2:28])=[N:21][CH:20]=[C:19]([C:16]2[CH:17]=[CH:18][C:7]3[O:6][CH2:5][CH2:11][NH:10][CH2:9][C:8]=3[CH:15]=2)[CH:24]=1)([O-:27])=[O:26]. The yield is 0.950. (5) The product is [NH:8]1[C:3]2[CH:4]=[CH:5][CH:6]=[CH:7][C:2]=2[N:1]=[C:9]1[C@@H:11]1[CH2:15][CH2:14][CH2:13][N:12]1[C:16]1[N:21]=[CH:20][C:19]([C:22]([O:24][CH2:25][CH3:26])=[O:23])=[CH:18][N:17]=1. The yield is 0.650. The reactants are [NH2:1][C:2]1[CH:7]=[CH:6][CH:5]=[CH:4][C:3]=1[NH:8][C:9]([C@@H:11]1[CH2:15][CH2:14][CH2:13][N:12]1[C:16]1[N:21]=[CH:20][C:19]([C:22]([O:24][CH2:25][CH3:26])=[O:23])=[CH:18][N:17]=1)=O. The catalyst is CC(O)=O.